Dataset: M1 muscarinic receptor antagonist screen with 61,756 compounds. Task: Binary Classification. Given a drug SMILES string, predict its activity (active/inactive) in a high-throughput screening assay against a specified biological target. (1) The drug is Clc1cc(C2N3C(CCC3)C(=O)N2c2ncccc2)ccc1Cl. The result is 0 (inactive). (2) The compound is S(=O)(=O)(Nc1noc(c1)C)c1ccc(N)cc1. The result is 0 (inactive). (3) The molecule is S(=O)(=O)(NC(=O)c1ccccc1)c1ccc(NC(=O)C2OCCC2)cc1. The result is 0 (inactive). (4) The compound is O=C1N(Cc2c1c(ccc2)C(=O)Nc1cc2OCOc2cc1)Cc1cccnc1. The result is 0 (inactive). (5) The molecule is O=C(NCCN(CC)CC)C(n1c(=O)cccc1)C(=O)c1ccccc1. The result is 0 (inactive). (6) The molecule is o1c2c(c(CN(Cc3ccccc3)C)cc1=O)cc(CC)cc2. The result is 0 (inactive).